This data is from Forward reaction prediction with 1.9M reactions from USPTO patents (1976-2016). The task is: Predict the product of the given reaction. (1) Given the reactants [Br:1][C:2]1[CH:3]=[C:4]([S:9]([NH:12][C:13]([CH3:16])([CH3:15])[CH3:14])(=[O:11])=[O:10])[C:5]([OH:8])=[N:6][CH:7]=1.I[CH:18]([CH3:20])[CH3:19].C([O-])([O-])=O.[K+].[K+], predict the reaction product. The product is: [Br:1][C:2]1[CH:3]=[C:4]([S:9]([NH:12][C:13]([CH3:16])([CH3:15])[CH3:14])(=[O:10])=[O:11])[C:5]([O:8][CH:18]([CH3:20])[CH3:19])=[N:6][CH:7]=1. (2) The product is: [CH:1]1([C:7]([N:27]2[CH2:28][CH2:29][CH2:30][CH:25]([CH2:24][N:21]3[CH2:22][CH2:23][N:18]([C:13]4[CH:14]=[CH:15][CH:16]=[CH:17][C:12]=4[O:11][CH3:10])[CH2:19][CH2:20]3)[CH2:26]2)=[O:8])[CH2:6][CH2:5][CH2:4][CH2:3][CH2:2]1. Given the reactants [CH:1]1([C:7](Cl)=[O:8])[CH2:6][CH2:5][CH2:4][CH2:3][CH2:2]1.[CH3:10][O:11][C:12]1[CH:17]=[CH:16][CH:15]=[CH:14][C:13]=1[N:18]1[CH2:23][CH2:22][N:21]([CH2:24][CH:25]2[CH2:30][CH2:29][CH2:28][NH:27][CH2:26]2)[CH2:20][CH2:19]1.C(N(CC)CC)C, predict the reaction product. (3) Given the reactants N#N.[CH:3]1([C:6]2[S:7][C:8]([C:14]3[CH:19]=[CH:18][CH:17]=[CH:16][CH:15]=3)=[C:9]([C:11](O)=[O:12])[N:10]=2)[CH2:5][CH2:4]1.CN(C=O)C.C(Cl)(=O)C([Cl:28])=O, predict the reaction product. The product is: [CH:3]1([C:6]2[S:7][C:8]([C:14]3[CH:19]=[CH:18][CH:17]=[CH:16][CH:15]=3)=[C:9]([C:11]([Cl:28])=[O:12])[N:10]=2)[CH2:5][CH2:4]1. (4) Given the reactants CCOC(/N=N/C(OCC)=O)=O.C1(P(C2C=CC=CC=2)C2C=CC=CC=2)C=CC=CC=1.[N+:32]([C:35]1[CH:43]=[CH:42][C:38]([C:39]([OH:41])=[O:40])=[CH:37][CH:36]=1)([O-:34])=[O:33].[CH2:44]([O:51][C:52]1[CH:57]=[CH:56][C:55]([CH:58]2[CH2:63][CH2:62][N:61]([C:64]([O:66][C:67]([CH3:70])([CH3:69])[CH3:68])=[O:65])[CH2:60][CH:59]2O)=[CH:54][CH:53]=1)[C:45]1[CH:50]=[CH:49][CH:48]=[CH:47][CH:46]=1, predict the reaction product. The product is: [CH2:44]([O:51][C:52]1[CH:57]=[CH:56][C:55]([C@H:58]2[CH2:63][CH2:62][N:61]([C:64]([O:66][C:67]([CH3:70])([CH3:69])[CH3:68])=[O:65])[CH2:60][C@H:59]2[O:40][C:39](=[O:41])[C:38]2[CH:37]=[CH:36][C:35]([N+:32]([O-:34])=[O:33])=[CH:43][CH:42]=2)=[CH:54][CH:53]=1)[C:45]1[CH:46]=[CH:47][CH:48]=[CH:49][CH:50]=1. (5) Given the reactants [CH2:1]([O:3][C:4]1[C:5]([C:11]2[CH:16]=[CH:15][C:14]([CH2:17][C:18]([OH:20])=O)=[C:13]([F:21])[CH:12]=2)=[CH:6][NH:7][C:8](=[O:10])[CH:9]=1)[CH3:2].[F:22][C:23]([F:32])([F:31])[C:24]1[CH:25]=[C:26]([CH:28]=[CH:29][CH:30]=1)[NH2:27].CN(C(ON1N=NC2C=CC=NC1=2)=[N+](C)C)C.F[P-](F)(F)(F)(F)F.CCN(C(C)C)C(C)C, predict the reaction product. The product is: [CH2:1]([O:3][C:4]1[C:5]([C:11]2[CH:16]=[CH:15][C:14]([CH2:17][C:18]([NH:27][C:26]3[CH:28]=[CH:29][CH:30]=[C:24]([C:23]([F:22])([F:31])[F:32])[CH:25]=3)=[O:20])=[C:13]([F:21])[CH:12]=2)=[CH:6][NH:7][C:8](=[O:10])[CH:9]=1)[CH3:2].